Dataset: Full USPTO retrosynthesis dataset with 1.9M reactions from patents (1976-2016). Task: Predict the reactants needed to synthesize the given product. (1) Given the product [CH:1]1([NH:9][C:10]2[O:11][CH2:12][C:13]3[CH:19]=[C:18]([NH:20][C:25]([NH:24][CH:21]([CH3:23])[CH3:22])=[O:26])[CH:17]=[CH:16][C:14]=3[N:15]=2)[CH2:3][CH2:4][CH2:5][CH2:6][CH2:7][CH2:8]1, predict the reactants needed to synthesize it. The reactants are: [CH:1]1([NH:9][C:10]2[O:11][CH2:12][C:13]3[CH:19]=[C:18]([NH2:20])[CH:17]=[CH:16][C:14]=3[N:15]=2)[CH2:8][CH2:7][CH2:6][CH2:5][CH2:4][CH2:3]C1.[CH:21]([N:24]=[C:25]=[O:26])([CH3:23])[CH3:22]. (2) Given the product [C:1]([O:7][CH2:8][N:9]1[C:13]2[N:14]=[N:15][CH:16]=[C:17]([C:18]3[CH:19]=[N:20][N:21]([C:23]4([CH2:27][C:28]#[N:29])[CH2:24][N:25]([S:41]([CH2:39][CH3:40])(=[O:43])=[O:42])[CH2:26]4)[CH:22]=3)[C:12]=2[CH:11]=[CH:10]1)(=[O:6])[C:2]([CH3:5])([CH3:4])[CH3:3], predict the reactants needed to synthesize it. The reactants are: [C:1]([O:7][CH2:8][N:9]1[C:13]2[N:14]=[N:15][CH:16]=[C:17]([C:18]3[CH:19]=[N:20][N:21]([C:23]4([CH2:27][C:28]#[N:29])[CH2:26][NH:25][CH2:24]4)[CH:22]=3)[C:12]=2[CH:11]=[CH:10]1)(=[O:6])[C:2]([CH3:5])([CH3:4])[CH3:3].C(N(CC)C(C)C)(C)C.[CH2:39]([S:41](Cl)(=[O:43])=[O:42])[CH3:40]. (3) Given the product [F:1][C:2]1[CH:23]=[CH:22][CH:21]=[CH:20][C:3]=1[CH2:4][N:5]1[C:13]2[CH2:12][CH2:11][N:10]([C:30]([C:31]3[CH:36]=[CH:35][CH:34]=[CH:33][CH:32]=3)=[O:37])[CH2:9][C:8]=2[C:7]([C:14]2[N:15]=[CH:16][CH:17]=[CH:18][N:19]=2)=[N:6]1, predict the reactants needed to synthesize it. The reactants are: [F:1][C:2]1[CH:23]=[CH:22][CH:21]=[CH:20][C:3]=1[CH2:4][N:5]1[C:13]2[CH2:12][CH2:11][NH:10][CH2:9][C:8]=2[C:7]([C:14]2[N:19]=[CH:18][CH:17]=[CH:16][N:15]=2)=[N:6]1.N1C=CC=CC=1.[C:30](Cl)(=[O:37])[C:31]1[CH:36]=[CH:35][CH:34]=[CH:33][CH:32]=1. (4) Given the product [Cl:33][C:28]1[CH:29]=[CH:30][CH:31]=[CH:32][C:27]=1[C:17]1[O:16][C:12]2[N:13]=[CH:14][N:15]=[C:10]([NH:9][CH2:8][CH2:7][CH2:6][CH2:5][CH2:4][C:3]([OH:34])=[O:2])[C:11]=2[C:18]=1[C:19]1[CH:24]=[CH:23][C:22]([O:25][CH3:26])=[CH:21][CH:20]=1, predict the reactants needed to synthesize it. The reactants are: C[O:2][C:3](=[O:34])[CH2:4][CH2:5][CH2:6][CH2:7][CH2:8][NH:9][C:10]1[C:11]2[C:18]([C:19]3[CH:24]=[CH:23][C:22]([O:25][CH3:26])=[CH:21][CH:20]=3)=[C:17]([C:27]3[CH:32]=[CH:31][CH:30]=[CH:29][C:28]=3[Cl:33])[O:16][C:12]=2[N:13]=[CH:14][N:15]=1.[OH-].[Na+].Cl.C(OCC)(=O)C. (5) Given the product [Cl:1][C:2]1[CH:3]=[C:4]([CH:13]=[CH:14][C:15]=1[Cl:16])[CH2:5][N:6]1[CH2:11][CH2:10][CH:9]([NH:27][CH2:26][CH2:25][NH:24][C:22](=[O:23])[O:21][C:17]([CH3:19])([CH3:18])[CH3:20])[CH2:8][CH2:7]1, predict the reactants needed to synthesize it. The reactants are: [Cl:1][C:2]1[CH:3]=[C:4]([CH:13]=[CH:14][C:15]=1[Cl:16])[CH2:5][N:6]1[CH2:11][CH2:10][C:9](=O)[CH2:8][CH2:7]1.[C:17]([O:21][C:22]([NH:24][CH2:25][CH2:26][NH2:27])=[O:23])([CH3:20])([CH3:19])[CH3:18].C(O[BH-](OC(=O)C)OC(=O)C)(=O)C.[Na+]. (6) The reactants are: C([O:4][CH2:5][CH2:6][O:7][C:8]1[CH:13]=[CH:12][C:11]([C:14]2[C:23]3[C:22](=[O:24])[NH:21][C:20]([CH3:25])=[N:19][C:18]=3[N:17]=[C:16]([S:26][CH2:27][C:28]3[N:29]=[C:30]([C:33]4[CH:38]=[CH:37][C:36]([Cl:39])=[CH:35][CH:34]=4)[O:31][CH:32]=3)[C:15]=2[C:40]#[N:41])=[CH:10][CH:9]=1)(=O)C.[OH-].[Li+].Cl. Given the product [Cl:39][C:36]1[CH:37]=[CH:38][C:33]([C:30]2[O:31][CH:32]=[C:28]([CH2:27][S:26][C:16]3[C:15]([C:40]#[N:41])=[C:14]([C:11]4[CH:12]=[CH:13][C:8]([O:7][CH2:6][CH2:5][OH:4])=[CH:9][CH:10]=4)[C:23]4[C:22](=[O:24])[NH:21][C:20]([CH3:25])=[N:19][C:18]=4[N:17]=3)[N:29]=2)=[CH:34][CH:35]=1, predict the reactants needed to synthesize it. (7) Given the product [F:1][C:2]1[C:7](=[O:8])[NH:6][CH:5]=[C:4]([C:9]([OH:11])=[O:10])[CH:3]=1, predict the reactants needed to synthesize it. The reactants are: [F:1][C:2]1[C:7](=[O:8])[NH:6][CH:5]=[C:4]([C:9]([O:11]C)=[O:10])[CH:3]=1.O.[OH-].[Li+]. (8) Given the product [F:1][C:2]1[N:7]=[CH:6][C:5]([NH:8][C:32]([C@@H:28]2[CH2:29][CH2:30][CH2:31][N:27]2[C:25]2[N:26]=[C:21]([NH:20][C:15]3[CH:16]=[CH:17][CH:18]=[CH:19][N:14]=3)[C:22]3[CH2:39][CH2:38][CH2:37][C:23]=3[N:24]=2)=[O:33])=[CH:4][CH:3]=1, predict the reactants needed to synthesize it. The reactants are: [F:1][C:2]1[N:7]=[CH:6][C:5]([NH2:8])=[CH:4][CH:3]=1.C([Mg]Cl)(C)C.[N:14]1[CH:19]=[CH:18][CH:17]=[CH:16][C:15]=1[NH:20][C:21]1[C:22]2[CH2:39][CH2:38][CH2:37][C:23]=2[N:24]=[C:25]([N:27]2[CH2:31][CH2:30][CH2:29][C@H:28]2[C:32](OCC)=[O:33])[N:26]=1.